This data is from Forward reaction prediction with 1.9M reactions from USPTO patents (1976-2016). The task is: Predict the product of the given reaction. (1) Given the reactants C([O:3][C:4]([C:6]1[C:7]([NH:11][N:12]=[C:13]2[C:17]([CH3:18])=[N:16][N:15]=[C:14]2[NH2:19])=[N:8][NH:9][CH:10]=1)=[O:5])C.[OH-].[Na+].Cl, predict the reaction product. The product is: [NH2:19][C:14]1[C:13](=[N:12][NH:11][C:7]2[C:6]([C:4]([OH:5])=[O:3])=[CH:10][NH:9][N:8]=2)[C:17]([CH3:18])=[N:16][N:15]=1. (2) Given the reactants [Cl:1][C:2]1[CH:7]=[CH:6][C:5]([CH:8]([C:27]2[CH:32]=[CH:31][C:30]([Cl:33])=[CH:29][CH:28]=2)[N:9]2[CH2:12][C:11](=[CH:13][S:14]([CH2:17][C:18]3[CH:19]=[C:20]([CH:24]=[CH:25][CH:26]=3)[C:21](O)=[O:22])(=[O:16])=[O:15])[CH2:10]2)=[CH:4][CH:3]=1.[NH2:34][CH2:35][CH2:36][N:37]1[CH2:41][CH2:40][CH2:39][CH2:38]1, predict the reaction product. The product is: [Cl:33][C:30]1[CH:31]=[CH:32][C:27]([CH:8]([C:5]2[CH:4]=[CH:3][C:2]([Cl:1])=[CH:7][CH:6]=2)[N:9]2[CH2:12][C:11](=[CH:13][S:14]([CH2:17][C:18]3[CH:19]=[C:20]([CH:24]=[CH:25][CH:26]=3)[C:21]([NH:34][CH2:35][CH2:36][N:37]3[CH2:41][CH2:40][CH2:39][CH2:38]3)=[O:22])(=[O:16])=[O:15])[CH2:10]2)=[CH:28][CH:29]=1. (3) Given the reactants [CH3:1][N:2]([S:15]([C:18]1[S:19][CH:20]=[CH:21][CH:22]=1)(=[O:17])=[O:16])[C:3]1[CH:4]=[CH:5][CH:6]=[C:7]2[C:11]=1[NH:10][C:9]([C:12](O)=[O:13])=[CH:8]2.N1(O)C2C=CC=CC=2N=N1.Cl.CN(C)CCCN=C=NCC.[NH:45]([C:47](=[O:53])[C:48]([O:50][CH2:51][CH3:52])=[O:49])[NH2:46], predict the reaction product. The product is: [CH2:51]([O:50][C:48](=[O:49])[C:47]([NH:45][NH:46][C:12]([C:9]1[NH:10][C:11]2[C:7]([CH:8]=1)=[CH:6][CH:5]=[CH:4][C:3]=2[N:2]([CH3:1])[S:15]([C:18]1[S:19][CH:20]=[CH:21][CH:22]=1)(=[O:16])=[O:17])=[O:13])=[O:53])[CH3:52]. (4) Given the reactants [CH:1]1([C:4]2[N:5]=[C:6]3[CH:11]=[CH:10][C:9]([N:12]4[CH:17]=[CH:16][C:15]([OH:18])=[CH:14][C:13]4=[O:19])=[CH:8][N:7]3[C:20]=2[CH3:21])[CH2:3][CH2:2]1.[Br:22][C:23]1[S:27][CH:26]=[C:25]([CH2:28]O)[CH:24]=1.C(P(CCCC)CCCC)CCC.N(C(N1CCCCC1)=O)=NC(N1CCCCC1)=O, predict the reaction product. The product is: [Br:22][C:23]1[S:27][CH:26]=[C:25]([CH2:28][O:18][C:15]2[CH:16]=[CH:17][N:12]([C:9]3[CH:10]=[CH:11][C:6]4[N:7]([C:20]([CH3:21])=[C:4]([CH:1]5[CH2:3][CH2:2]5)[N:5]=4)[CH:8]=3)[C:13](=[O:19])[CH:14]=2)[CH:24]=1. (5) Given the reactants [CH:1]1[C:13]2[C:12](=O)[C:11]3[C:6](=[N:7][CH:8]=[CH:9][CH:10]=3)[C:5]=2[N:4]=[CH:3][CH:2]=1.O.NN, predict the reaction product. The product is: [CH:10]1[C:11]2[CH2:12][C:13]3[C:5](=[N:4][CH:3]=[CH:2][CH:1]=3)[C:6]=2[N:7]=[CH:8][CH:9]=1.